Dataset: Catalyst prediction with 721,799 reactions and 888 catalyst types from USPTO. Task: Predict which catalyst facilitates the given reaction. (1) Reactant: Cl[C:2]1[N:7]=[C:6]([NH:8][C@H:9]([C:11]2[N:15]([C:16]3[CH:21]=[CH:20][CH:19]=[CH:18][CH:17]=3)[C:14]3[CH:22]=[C:23]([F:26])[CH:24]=[CH:25][C:13]=3[N:12]=2)[CH3:10])[N:5]=[C:4]([NH2:27])[N:3]=1.[NH3:28]. Product: [F:26][C:23]1[CH:24]=[CH:25][C:13]2[N:12]=[C:11]([C@@H:9]([NH:8][C:6]3[N:5]=[C:4]([NH2:27])[N:3]=[C:2]([NH2:28])[N:7]=3)[CH3:10])[N:15]([C:16]3[CH:21]=[CH:20][CH:19]=[CH:18][CH:17]=3)[C:14]=2[CH:22]=1. The catalyst class is: 12. (2) Reactant: O[C:2]1[CH:7]=[CH:6][C:5]([C:8](=[O:13])[CH2:9][CH:10]([CH3:12])[CH3:11])=[CH:4][N:3]=1.P12(SP3(SP(SP(S3)(S1)=S)(=S)S2)=S)=[S:15]. Product: [SH:15][C:2]1[CH:7]=[CH:6][C:5]([C:8](=[O:13])[CH2:9][CH:10]([CH3:12])[CH3:11])=[CH:4][N:3]=1. The catalyst class is: 17. (3) Reactant: [C:1]([O:5][C:6]([NH:8][C@@H:9]([CH2:13][O:14][C:15]1[CH:20]=[C:19]([CH3:21])[CH:18]=[CH:17][C:16]=1[N+:22]([O-])=O)[C:10]([OH:12])=[O:11])=[O:7])([CH3:4])([CH3:3])[CH3:2]. Product: [NH2:22][C:16]1[CH:17]=[CH:18][C:19]([CH3:21])=[CH:20][C:15]=1[O:14][CH2:13][C@H:9]([NH:8][C:6]([O:5][C:1]([CH3:2])([CH3:3])[CH3:4])=[O:7])[C:10]([OH:12])=[O:11]. The catalyst class is: 19. (4) Product: [CH2:27]([NH:31][CH2:2][C:3]([NH:5][C:6]1[CH:19]=[CH:18][C:17]2[C:16](=[O:20])[C:15]3[C:10](=[CH:11][C:12]([NH:21][C:22](=[O:25])[CH2:23][NH:32][CH2:33][CH2:34][CH2:35][CH3:36])=[CH:13][CH:14]=3)[C:9](=[O:26])[C:8]=2[CH:7]=1)=[O:4])[CH2:28][CH2:29][CH3:30]. The catalyst class is: 9. Reactant: Cl[CH2:2][C:3]([NH:5][C:6]1[CH:19]=[CH:18][C:17]2[C:16](=[O:20])[C:15]3[C:10](=[CH:11][C:12]([NH:21][C:22](=[O:25])[CH2:23]Cl)=[CH:13][CH:14]=3)[C:9](=[O:26])[C:8]=2[CH:7]=1)=[O:4].[CH2:27]([NH2:31])[CH2:28][CH2:29][CH3:30].[N:32]1C=[CH:36][CH:35]=[CH:34][CH:33]=1. (5) Reactant: [CH3:1][O:2][C:3](=[O:16])[C:4](=O)[CH2:5][C:6]([C:8]1[O:9][C:10]([O:13][CH3:14])=[CH:11][N:12]=1)=[O:7].[NH:17]([C:19]1[CH:20]=[CH:21][C:22]([CH3:25])=[N:23][CH:24]=1)[NH2:18].C(O)(=O)C. Product: [CH3:1][O:2][C:3]([C:4]1[CH2:5][C:6]([OH:7])([C:8]2[O:9][C:10]([O:13][CH3:14])=[CH:11][N:12]=2)[N:17]([C:19]2[CH:24]=[N:23][C:22]([CH3:25])=[CH:21][CH:20]=2)[N:18]=1)=[O:16]. The catalyst class is: 5. (6) Reactant: [S:1]1[C:5]2[CH:6]=[CH:7][CH:8]=[CH:9][C:4]=2[N:3]=[C:2]1[N:10]1[C:14](=[O:15])[C:13](=[CH:16][N:17](C)C)[C:12]([C:20]2[CH:25]=[CH:24][CH:23]=[C:22]([C:26]([CH3:29])([CH3:28])[CH3:27])[CH:21]=2)=[N:11]1. Product: [NH2:17][CH:16]=[C:13]1[C:12]([C:20]2[CH:25]=[CH:24][CH:23]=[C:22]([C:26]([CH3:27])([CH3:28])[CH3:29])[CH:21]=2)=[N:11][N:10]([C:2]2[S:1][C:5]3[CH:6]=[CH:7][CH:8]=[CH:9][C:4]=3[N:3]=2)[C:14]1=[O:15]. The catalyst class is: 547. (7) Reactant: [N:1]1[C:6]([C:7]([OH:9])=[O:8])=[CH:5][CH:4]=[CH:3][C:2]=1[C:10]([OH:12])=[O:11].C([O-])(O)=O.[Na+].[CH2:18](Br)[C:19]1[CH:24]=[CH:23][CH:22]=[CH:21][CH:20]=1.O. Product: [CH2:18]([O:11][C:10]([C:2]1[N:1]=[C:6]([C:7]([OH:9])=[O:8])[CH:5]=[CH:4][CH:3]=1)=[O:12])[C:19]1[CH:24]=[CH:23][CH:22]=[CH:21][CH:20]=1. The catalyst class is: 3. (8) Reactant: Br[C:2]1[CH:3]=[C:4]([CH:15]=[CH:16][CH:17]=1)[CH2:5][N:6]([CH3:14])[C:7](=[O:13])[O:8][C:9]([CH3:12])([CH3:11])[CH3:10].[B:18]1([B:18]2[O:22][C:21]([CH3:24])([CH3:23])[C:20]([CH3:26])([CH3:25])[O:19]2)[O:22][C:21]([CH3:24])([CH3:23])[C:20]([CH3:26])([CH3:25])[O:19]1.C([O-])(=O)C.[K+].C(Cl)Cl. Product: [CH3:14][N:6]([CH2:5][C:4]1[CH:15]=[CH:16][CH:17]=[C:2]([B:18]2[O:22][C:21]([CH3:24])([CH3:23])[C:20]([CH3:26])([CH3:25])[O:19]2)[CH:3]=1)[C:7](=[O:13])[O:8][C:9]([CH3:12])([CH3:11])[CH3:10]. The catalyst class is: 800. (9) Product: [F:14][C:15]1[CH:16]=[N:17][C:18]2[C:23]([C:24]=1[CH2:25][CH2:26][C:27]13[CH2:34][CH2:33][C:30]([NH:35][CH2:12][C:10]4[N:9]=[CH:8][C:5]5[O:6][CH2:7][C:2](=[O:1])[NH:3][C:4]=5[CH:11]=4)([CH2:31][CH2:32]1)[CH2:29][O:28]3)=[N:22][C:21]([O:36][CH3:37])=[CH:20][CH:19]=2. The catalyst class is: 9. Reactant: [O:1]=[C:2]1[CH2:7][O:6][C:5]2[CH:8]=[N:9][C:10]([CH:12]=O)=[CH:11][C:4]=2[NH:3]1.[F:14][C:15]1[CH:16]=[N:17][C:18]2[C:23]([C:24]=1[CH2:25][CH2:26][C:27]13[CH2:34][CH2:33][C:30]([NH2:35])([CH2:31][CH2:32]1)[CH2:29][O:28]3)=[N:22][C:21]([O:36][CH3:37])=[CH:20][CH:19]=2.C(O)(=O)C.C(O[BH-](OC(=O)C)OC(=O)C)(=O)C.[Na+].